From a dataset of CYP3A4 inhibition data for predicting drug metabolism from PubChem BioAssay. Regression/Classification. Given a drug SMILES string, predict its absorption, distribution, metabolism, or excretion properties. Task type varies by dataset: regression for continuous measurements (e.g., permeability, clearance, half-life) or binary classification for categorical outcomes (e.g., BBB penetration, CYP inhibition). Dataset: cyp3a4_veith. (1) The drug is O=C(c1cccc(F)c1)N1CCC[C@@]2(CCN(c3ccccc3)C2)C1. The result is 1 (inhibitor). (2) The compound is Cc1ccccc1NC(=O)Cc1c(O)c2ccccc2[nH]c1=O. The result is 0 (non-inhibitor). (3) The compound is COc1ccccc1CCn1c(=O)c(-c2ccc(F)cc2)nc2cncnc21. The result is 1 (inhibitor). (4) The compound is O=C(NCCC1=CCCCC1)C1CCCN(c2nc3ccccc3o2)C1. The result is 1 (inhibitor). (5) The molecule is CCn1c(N)c(C(=O)NCc2cccnc2)sc1=S. The result is 1 (inhibitor). (6) The molecule is COc1ccc(OC)c(NC(=O)c2c3c(nc4ccccc24)CCC3)c1. The result is 1 (inhibitor). (7) The compound is CCC[C@@](C)(COC(N)=O)COC(=O)NC(C)C. The result is 0 (non-inhibitor).